Dataset: Catalyst prediction with 721,799 reactions and 888 catalyst types from USPTO. Task: Predict which catalyst facilitates the given reaction. (1) Reactant: [CH2:1]([C:3]([OH:5])=[O:4])[CH3:2].[O:6]=[C:7]1[CH2:12]CC[CH2:9][CH2:8]1.O.[OH-].[Li+].Cl. Product: [O:6]=[C:7]1[CH2:8][CH2:9][CH:1]([C:3]([OH:5])=[O:4])[CH2:2][CH2:12]1. The catalyst class is: 24. (2) Reactant: [Cl:1][C:2]([Cl:38])([Cl:37])[CH2:3][O:4][C:5]([C@@H:7]1[CH2:12][CH2:11][CH2:10][N:9]([C:13](=[O:36])[C@@H:14]([NH:21][C:22](=[O:35])[C@@H:23]([NH:27][C:28](OC(C)(C)C)=[O:29])[CH:24]([CH3:26])[CH3:25])[CH2:15][N:16]2[CH:20]=[CH:19][CH:18]=[N:17]2)[NH:8]1)=[O:6].FC(F)(F)C(O)=O.[C:46]([O:49][C@@H:50]([C:52]1[CH:61]=[CH:60][C:59]2[C:54](=[CH:55][C:56](/[CH:62]=[CH:63]/[C:64](C)([CH3:68])[C:65](O)=O)=[CH:57][CH:58]=2)[N:53]=1)[CH3:51])(=[O:48])[CH3:47].C(N(CC)C(C)C)(C)C.C[NH3+].F[P-](F)(F)(F)(F)F.N1(OC(N(C)C)=[N+](C)C)C2N=CC=CC=2N=N1.F[P-](F)(F)(F)(F)F. Product: [Cl:1][C:2]([Cl:37])([Cl:38])[CH2:3][O:4][C:5]([C@@H:7]1[CH2:12][CH2:11][CH2:10][N:9]([C:13](=[O:36])[C@@H:14]([NH:21][C:22](=[O:35])[C@@H:23]([NH:27][C:28](=[O:29])[C:64]([CH3:68])([CH3:65])/[CH:63]=[CH:62]/[C:56]2[CH:55]=[C:54]3[C:59]([CH:60]=[CH:61][C:52]([C@H:50]([O:49][C:46](=[O:48])[CH3:47])[CH3:51])=[N:53]3)=[CH:58][CH:57]=2)[CH:24]([CH3:25])[CH3:26])[CH2:15][N:16]2[CH:20]=[CH:19][CH:18]=[N:17]2)[NH:8]1)=[O:6]. The catalyst class is: 96. (3) Reactant: Br[CH:2]([C:16](=[O:18])[CH3:17])[C:3]([NH:5][C:6]1[CH:11]=[CH:10][C:9]([C:12]([F:15])([F:14])[F:13])=[CH:8][CH:7]=1)=[O:4].[C-:19]#[N:20].[Na+].Cl. Product: [CH3:17]/[C:16](/[OH:18])=[C:2](/[C:3]([NH:5][C:6]1[CH:11]=[CH:10][C:9]([C:12]([F:15])([F:14])[F:13])=[CH:8][CH:7]=1)=[O:4])\[C:19]#[N:20]. The catalyst class is: 58. (4) Reactant: Cl.[NH:2]1[CH2:7][CH2:6][C:5](=[O:8])[CH2:4][CH2:3]1.[OH-].[Na+].[C:11](O[C:11]([O:13][C:14]([CH3:17])([CH3:16])[CH3:15])=[O:12])([O:13][C:14]([CH3:17])([CH3:16])[CH3:15])=[O:12]. Product: [C:14]([O:13][C:11]([N:2]1[CH2:7][CH2:6][C:5](=[O:8])[CH2:4][CH2:3]1)=[O:12])([CH3:17])([CH3:16])[CH3:15]. The catalyst class is: 7. (5) Reactant: [F:1][C:2]1[CH:3]=[C:4]2[C:8](=[CH:9][CH:10]=1)[NH:7][CH:6]=[C:5]2[C@H:11]1[CH2:15][CH2:14][C@@H:13]([NH:16][CH2:17][C@@H:18]2[O:32][C:22]3=[C:23]4[C:28](=[CH:29][CH:30]=[C:21]3[O:20][CH2:19]2)[N:27]=[C:26]([CH3:31])[CH:25]=[CH:24]4)[CH2:12]1.C(O)(=O)/C=C/C(O)=O. Product: [F:1][C:2]1[CH:3]=[C:4]2[C:8](=[CH:9][CH:10]=1)[NH:7][CH:6]=[C:5]2[C@@H:11]1[CH2:15][CH2:14][C@H:13]([NH:16][CH2:17][C@@H:18]2[O:32][C:22]3=[C:23]4[C:28](=[CH:29][CH:30]=[C:21]3[O:20][CH2:19]2)[N:27]=[C:26]([CH3:31])[CH:25]=[CH:24]4)[CH2:12]1. The catalyst class is: 14. (6) Reactant: [OH:1][C:2]1[CH:9]=[C:8]([F:10])[CH:7]=[CH:6][C:3]=1[CH:4]=O.[F:11][C:12]([F:21])([F:20])/[CH:13]=[CH:14]/[C:15]([O:17][CH2:18][CH3:19])=[O:16].C(=O)([O-])[O-].[K+].[K+].C(OCC)(=O)C. Product: [F:10][C:8]1[CH:9]=[C:2]2[C:3]([CH:4]=[C:14]([C:15]([O:17][CH2:18][CH3:19])=[O:16])[CH:13]([C:12]([F:11])([F:21])[F:20])[O:1]2)=[CH:6][CH:7]=1. The catalyst class is: 9.